From a dataset of Forward reaction prediction with 1.9M reactions from USPTO patents (1976-2016). Predict the product of the given reaction. (1) Given the reactants [C:1]([C:3]1[CH:25]=[CH:24][CH:23]=[C:22]([CH3:26])[C:4]=1[CH2:5][N:6]1[C:14]2[C:9](=[CH:10][CH:11]=[C:12]([C:15]([F:20])([F:19])[C:16]([OH:18])=[O:17])[CH:13]=2)[C:8]([CH3:21])=[N:7]1)#[N:2].[OH-].[K+:28], predict the reaction product. The product is: [C:1]([C:3]1[CH:25]=[CH:24][CH:23]=[C:22]([CH3:26])[C:4]=1[CH2:5][N:6]1[C:14]2[C:9](=[CH:10][CH:11]=[C:12]([C:15]([F:19])([F:20])[C:16]([O-:18])=[O:17])[CH:13]=2)[C:8]([CH3:21])=[N:7]1)#[N:2].[K+:28]. (2) The product is: [ClH:1].[C:2]([C:4]1[C:5]([NH:36][CH2:37][CH2:38][O:39][CH3:40])=[CH:6][C:7]([NH:10][C:11]([N:13]2[C:22]3[C:17](=[CH:18][C:19]([CH2:28][N:29]4[CH2:34][CH2:33][NH:32][CH2:31][C:30]4=[O:35])=[C:20]([CH:23]=[O:24])[N:21]=3)[CH2:16][CH2:15][CH2:14]2)=[O:12])=[N:8][CH:9]=1)#[N:3]. Given the reactants [ClH:1].[C:2]([C:4]1[C:5]([NH:36][CH2:37][CH2:38][O:39][CH3:40])=[CH:6][C:7]([NH:10][C:11]([N:13]2[C:22]3[C:17](=[CH:18][C:19]([CH2:28][N:29]4[CH2:34][CH2:33][NH:32][CH2:31][C:30]4=[O:35])=[C:20]([CH:23](OC)[O:24]C)[N:21]=3)[CH2:16][CH2:15][CH2:14]2)=[O:12])=[N:8][CH:9]=1)#[N:3], predict the reaction product. (3) The product is: [F:1][CH2:2][C:3]1[S:7][C:6]([C:8]2[CH:13]=[CH:12][CH:11]=[C:10]([C:14]([F:17])([F:16])[F:15])[CH:9]=2)=[N:5][C:4]=1[CH2:18][OH:19]. Given the reactants [F:1][CH2:2][C:3]1[S:7][C:6]([C:8]2[CH:13]=[CH:12][CH:11]=[C:10]([C:14]([F:17])([F:16])[F:15])[CH:9]=2)=[N:5][C:4]=1[CH2:18][O:19]C1CCCCO1.O.C1(C)C=CC(S(O)(=O)=O)=CC=1.C(=O)([O-])O.[Na+], predict the reaction product. (4) Given the reactants O[N:2]=[C:3]([C:5]1[CH:10]=[CH:9][CH:8]=[C:7]([CH2:11][O:12][CH2:13][CH2:14][O:15]C)[CH:6]=1)N.BrCC1C=C(C=CC=1)C#N, predict the reaction product. The product is: [OH:15][CH2:14][CH2:13][O:12][CH2:11][C:7]1[CH:6]=[C:5]([CH:10]=[CH:9][CH:8]=1)[C:3]#[N:2]. (5) Given the reactants C([O:3][CH:4](OCC)[C:5]1[CH:10]=[CH:9][C:8]([CH2:11][N:12]([CH3:14])[CH3:13])=[CH:7][CH:6]=1)C, predict the reaction product. The product is: [CH3:14][N:12]([CH2:11][C:8]1[CH:7]=[CH:6][C:5]([CH:4]=[O:3])=[CH:10][CH:9]=1)[CH3:13].